This data is from Catalyst prediction with 721,799 reactions and 888 catalyst types from USPTO. The task is: Predict which catalyst facilitates the given reaction. Reactant: [F:1][C:2]1[CH:7]=[CH:6][C:5]([C:8]2[CH:24]=[C:11]3[CH:12]=[C:13]([C:16]4[CH:23]=[CH:22][CH:21]=[CH:20][C:17]=4[CH:18]=[O:19])[CH:14]=[CH:15][N:10]3[N:9]=2)=[CH:4][CH:3]=1.[C:25]([Mg]Br)#[CH:26]. Product: [F:1][C:2]1[CH:3]=[CH:4][C:5]([C:8]2[CH:24]=[C:11]3[CH:12]=[C:13]([C:16]4[CH:23]=[CH:22][CH:21]=[CH:20][C:17]=4[CH:18]([OH:19])[C:25]#[CH:26])[CH:14]=[CH:15][N:10]3[N:9]=2)=[CH:6][CH:7]=1. The catalyst class is: 7.